From a dataset of Forward reaction prediction with 1.9M reactions from USPTO patents (1976-2016). Predict the product of the given reaction. (1) Given the reactants [NH2:1][NH:2][C:3]([C:5]1[CH:10]=[CH:9][CH:8]=[CH:7][N:6]=1)=[NH:4].[CH2:11]([N:13]([CH2:23][CH3:24])[C:14]1[CH:21]=[CH:20][C:17]([CH:18]=O)=[C:16]([OH:22])[CH:15]=1)[CH3:12], predict the reaction product. The product is: [CH2:23]([N:13]([CH2:11][CH3:12])[C:14]1[CH:21]=[CH:20][C:17]([C:18]2[NH:1][N:2]=[C:3]([C:5]3[CH:10]=[CH:9][CH:8]=[CH:7][N:6]=3)[N:4]=2)=[C:16]([OH:22])[CH:15]=1)[CH3:24]. (2) Given the reactants [S:1]1[CH:5]=[CH:4][C:3](B(O)O)=[CH:2]1.O.O=[CH:11][C:12]([OH:14])=[O:13].[CH3:15][O:16][C:17]1[CH:23]=[CH:22][C:20]([NH2:21])=[CH:19][CH:18]=1, predict the reaction product. The product is: [CH3:15][O:16][C:17]1[CH:23]=[CH:22][C:20]([NH:21][CH:11]([C:3]2[CH:4]=[CH:5][S:1][CH:2]=2)[C:12]([OH:14])=[O:13])=[CH:19][CH:18]=1. (3) Given the reactants [Br:1][C:2]1[CH:7]=[CH:6][C:5]([C:8]2[C:9]3[CH:16]=[CH:15][C:14]([O:17][CH2:18][CH2:19][CH2:20]Br)=[CH:13][C:10]=3[S:11][CH:12]=2)=[CH:4][CH:3]=1.[CH3:22][O:23][CH2:24][CH2:25][NH:26][CH2:27][CH2:28][O:29][CH3:30], predict the reaction product. The product is: [Br:1][C:2]1[CH:7]=[CH:6][C:5]([C:8]2[C:9]3[CH:16]=[CH:15][C:14]([O:17][CH2:18][CH2:19][CH2:20][N:26]([CH2:27][CH2:28][O:29][CH3:30])[CH2:25][CH2:24][O:23][CH3:22])=[CH:13][C:10]=3[S:11][CH:12]=2)=[CH:4][CH:3]=1.